This data is from Forward reaction prediction with 1.9M reactions from USPTO patents (1976-2016). The task is: Predict the product of the given reaction. (1) Given the reactants [O:1]1[CH:5]=[CH:4][CH:3]=[C:2]1[C:6]1[N:11]=[C:10]2[NH:12][N:13]=[C:14]([NH2:15])[C:9]2=[CH:8][C:7]=1[C:16]1[CH:21]=[CH:20][N:19]=[CH:18][N:17]=1.[C:22](OC(=O)C)(=[O:24])[CH3:23].O, predict the reaction product. The product is: [O:1]1[CH:5]=[CH:4][CH:3]=[C:2]1[C:6]1[N:11]=[C:10]2[NH:12][N:13]=[C:14]([NH:15][C:22](=[O:24])[CH3:23])[C:9]2=[CH:8][C:7]=1[C:16]1[CH:21]=[CH:20][N:19]=[CH:18][N:17]=1. (2) Given the reactants [NH:1]1[C:5]2[N:6]=[CH:7][CH:8]=[C:9]([OH:10])[C:4]=2[CH:3]=[CH:2]1.C([O-])([O-])=O.[K+].[K+].Cl[C:18]1[C:23]([Cl:24])=[CH:22][C:21]([N+:25]([O-:27])=[O:26])=[CH:20][N:19]=1, predict the reaction product. The product is: [Cl:24][C:23]1[C:18]([O:10][C:9]2[CH:8]=[CH:7][N:6]=[C:5]3[NH:1][CH:2]=[CH:3][C:4]=23)=[N:19][CH:20]=[C:21]([N+:25]([O-:27])=[O:26])[CH:22]=1. (3) Given the reactants CON(C)[C:4](=[O:12])[CH2:5][C:6]1[CH:7]=[N:8][CH:9]=[CH:10][CH:11]=1.[CH2:14]([Mg]Cl)[CH2:15][CH2:16][CH3:17], predict the reaction product. The product is: [N:8]1[CH:9]=[CH:10][CH:11]=[C:6]([CH2:5][C:4](=[O:12])[CH2:14][CH2:15][CH2:16][CH3:17])[CH:7]=1. (4) Given the reactants CN(C(ON1N=NC2C=CC=NC1=2)=[N+](C)C)C.F[P-](F)(F)(F)(F)F.C(N(CC)CC)C.[Cl:32][C:33]1[CH:34]=[C:35]([CH:39]=[CH:40][C:41]=1[O:42][CH:43]([CH3:45])[CH3:44])[C:36]([OH:38])=O.O[NH:47][C:48]([C:50]1[C:51]2[CH:52]=[CH:53][N:54]=[CH:55][C:56]=2[CH:57]=[CH:58][CH:59]=1)=[NH:49], predict the reaction product. The product is: [Cl:32][C:33]1[CH:34]=[C:35]([C:36]2[O:38][N:49]=[C:48]([C:50]3[CH:59]=[CH:58][CH:57]=[C:56]4[C:51]=3[CH:52]=[CH:53][N:54]=[CH:55]4)[N:47]=2)[CH:39]=[CH:40][C:41]=1[O:42][CH:43]([CH3:45])[CH3:44]. (5) The product is: [F:31][C:17]1[C:16]([C:9]2[N:10]=[C:11]([CH:13]([CH3:15])[CH3:14])[S:12][C:8]=2[C:6]2[CH:5]=[CH:4][N:3]=[C:2]([NH:42][CH:39]3[CH2:40][CH2:41][N:36]([S:33]([CH3:32])(=[O:35])=[O:34])[CH2:37][CH2:38]3)[N:7]=2)=[CH:21][CH:20]=[CH:19][C:18]=1[NH:22][S:23]([C:26]1[S:27][CH:28]=[CH:29][N:30]=1)(=[O:25])=[O:24]. Given the reactants Cl[C:2]1[N:7]=[C:6]([C:8]2[S:12][C:11]([CH:13]([CH3:15])[CH3:14])=[N:10][C:9]=2[C:16]2[C:17]([F:31])=[C:18]([NH:22][S:23]([C:26]3[S:27][CH:28]=[CH:29][N:30]=3)(=[O:25])=[O:24])[CH:19]=[CH:20][CH:21]=2)[CH:5]=[CH:4][N:3]=1.[CH3:32][S:33]([N:36]1[CH2:41][CH2:40][CH:39]([NH2:42])[CH2:38][CH2:37]1)(=[O:35])=[O:34], predict the reaction product. (6) Given the reactants [NH2:1][C:2]1[C:10]2[C:5](=[N:6][C:7]([N:12]([CH3:14])[CH3:13])=[CH:8][C:9]=2[CH3:11])[S:4][C:3]=1[C:15]([NH2:17])=[O:16].[NH:18]1C=CN=[CH:19]1.C(=O)([O-])[O-].[Na+].[Na+], predict the reaction product. The product is: [NH2:1][C:2]1[C:10]2[C:5](=[N:6][C:7]([N:12]3[CH:13]=[CH:19][N:18]=[CH:14]3)=[CH:8][C:9]=2[CH3:11])[S:4][C:3]=1[C:15]([NH2:17])=[O:16]. (7) The product is: [F:24][C:22]1[CH:21]=[CH:20][C:19]2[CH:15]([NH:14][C:11]3[O:12][CH2:13][C:8]4[CH:7]=[C:6]([NH:5][C:3](=[O:4])[CH2:2][N:31]5[CH2:32][CH2:33][N:28]([CH3:27])[CH2:29][CH2:30]5)[CH:26]=[CH:25][C:9]=4[N:10]=3)[CH2:16][O:17][C:18]=2[CH:23]=1. Given the reactants Cl[CH2:2][C:3]([NH:5][C:6]1[CH:26]=[CH:25][C:9]2[N:10]=[C:11]([NH:14][CH:15]3[C:19]4[CH:20]=[CH:21][C:22]([F:24])=[CH:23][C:18]=4[O:17][CH2:16]3)[O:12][CH2:13][C:8]=2[CH:7]=1)=[O:4].[CH3:27][N:28]1[CH2:33][CH2:32][NH:31][CH2:30][CH2:29]1, predict the reaction product. (8) The product is: [Br:1][C:2]1[C:7]([F:8])=[CH:6][C:5]([Br:9])=[C:4]([F:10])[C:3]=1[S:11]([NH:14][C@@H:15]1[CH2:16][C@H:17]([CH3:27])[N:18]([C:20]#[N:31])[CH2:19]1)(=[O:13])=[O:12]. Given the reactants [Br:1][C:2]1[C:7]([F:8])=[CH:6][C:5]([Br:9])=[C:4]([F:10])[C:3]=1[S:11]([NH:14][C@H:15]1[CH2:19][N:18]([C:20](OC(C)(C)C)=O)[C@@H:17]([CH3:27])[CH2:16]1)(=[O:13])=[O:12].Cl.CC[N:31](C(C)C)C(C)C.N#CBr.C(O)C(N)(CO)CO, predict the reaction product. (9) Given the reactants Br[C:2]1[S:6][CH:5]=[C:4]([C:7]([N:9]2[C@@H:18]3[C@@H:13]([CH2:14][CH2:15][CH2:16][CH2:17]3)[CH2:12][CH2:11][CH2:10]2)=[O:8])[CH:3]=1.CC1(C)C(C)(C)OB([C:27]2[CH:28]=[N:29][N:30]([CH2:32][CH2:33][N:34]3[CH2:39][CH2:38][O:37][CH2:36][CH2:35]3)[CH:31]=2)[O:21]1.C1(P(C2CCCCC2)C2CCCCC2)CCCCC1.P([O-])([O-])([O-])=O.[K+].[K+].[K+], predict the reaction product. The product is: [CH:7]([OH:8])=[O:21].[N:34]1([CH2:33][CH2:32][N:30]2[CH:31]=[C:27]([C:2]3[S:6][CH:5]=[C:4]([C:7]([N:9]4[CH:18]5[CH:13]([CH2:14][CH2:15][CH2:16][CH2:17]5)[CH2:12][CH2:11][CH2:10]4)=[O:8])[CH:3]=3)[CH:28]=[N:29]2)[CH2:35][CH2:36][O:37][CH2:38][CH2:39]1. (10) Given the reactants [CH3:1][S:2]([CH3:5])(=[O:4])=[O:3].C([Li])CCC.[I:11][C:12]1[CH:13]=[C:14]([CH:17]=[CH:18][CH:19]=1)[CH2:15]Br, predict the reaction product. The product is: [CH3:1][S:2]([CH2:5][CH2:15][C:14]1[CH:17]=[CH:18][CH:19]=[C:12]([I:11])[CH:13]=1)(=[O:4])=[O:3].